Dataset: Reaction yield outcomes from USPTO patents with 853,638 reactions. Task: Predict the reaction yield, written as a fraction of the theoretical maximum amount of product (1.0 means a 100% yield; for example, 0.34 means a 34% yield). (1) The product is [F:17][C:13]1[CH:12]=[C:11]2[C:16]([C:8]([C:5]3[CH:4]=[CH:3][C:2]([NH:31][CH2:30][CH2:29][N:28]([CH3:32])[CH3:27])=[N:7][CH:6]=3)=[CH:9][N:10]2[S:18]([C:21]2[CH:26]=[CH:25][CH:24]=[CH:23][CH:22]=2)(=[O:20])=[O:19])=[CH:15][CH:14]=1. The reactants are Cl[C:2]1[N:7]=[CH:6][C:5]([C:8]2[C:16]3[C:11](=[CH:12][C:13]([F:17])=[CH:14][CH:15]=3)[N:10]([S:18]([C:21]3[CH:26]=[CH:25][CH:24]=[CH:23][CH:22]=3)(=[O:20])=[O:19])[CH:9]=2)=[CH:4][CH:3]=1.[CH3:27][N:28]([CH3:32])[CH2:29][CH2:30][NH2:31]. The yield is 1.00. No catalyst specified. (2) The reactants are [Cl:1][C:2]1[CH:7]=[CH:6][C:5]([S:8]([NH:11][C@H:12]([C@@H:15]([OH:17])[CH3:16])[CH2:13][OH:14])(=[O:10])=[O:9])=[CH:4][CH:3]=1.[CH3:18][O:19][C:20](=[O:29])[C:21]1[CH:26]=[CH:25][C:24]([CH2:27]Br)=[CH:23][CH:22]=1. No catalyst specified. The product is [Cl:1][C:2]1[CH:3]=[CH:4][C:5]([S:8]([N:11]([CH2:27][C:24]2[CH:25]=[CH:26][C:21]([C:20]([O:19][CH3:18])=[O:29])=[CH:22][CH:23]=2)[C@H:12]([C@@H:15]([OH:17])[CH3:16])[CH2:13][OH:14])(=[O:10])=[O:9])=[CH:6][CH:7]=1. The yield is 0.860. (3) The product is [O:2]=[S:3]1(=[O:17])[C:12]2[C:7](=[CH:8][CH:9]=[CH:10][N:11]=2)[NH:6][C:5]([C:13]2[C:14](=[O:15])[N:29]([CH2:30][C:31]3[CH:32]=[CH:33][C:34]([F:37])=[CH:35][CH:36]=3)[C@@H:28]3[C@H:23]([C:21]=2[OH:20])[C@@H:24]2[CH2:38][C@H:27]3[CH2:26][CH2:25]2)=[N:4]1. The yield is 0.0690. The reactants are [Na+].[O:2]=[S:3]1(=[O:17])[C:12]2[C:7](=[CH:8][CH:9]=[CH:10][N:11]=2)[NH:6][C:5]([CH2:13][C:14]([O-])=[O:15])=[N:4]1.C([O:20][C:21]([C@H:23]1[C@@H:28]([NH:29][CH2:30][C:31]2[CH:36]=[CH:35][C:34]([F:37])=[CH:33][CH:32]=2)[C@H:27]2[CH2:38][C@@H:24]1[CH2:25][CH2:26]2)=O)C.F[P-](F)(F)(F)(F)F.C[N+](C)=C(N(C)C)O.C(N(CC)CC)C. The catalyst is CN(C)C=O.C(OCC)(=O)C. (4) The reactants are [CH3:1][O:2][C:3]([C:5]1[C:13]([NH:14][C:15]2[CH:20]=[CH:19][CH:18]=[CH:17][C:16]=2[CH3:21])=[C:12]([F:22])[C:8]2[NH:9][CH:10]=[N:11][C:7]=2[CH:6]=1)=[O:4].C1COCC1.CO.C1C(=O)N([Br:37])C(=O)C1.CC1C=CC(S(O)(=O)=O)=CC=1.O. The catalyst is CO. The product is [CH3:1][O:2][C:3]([C:5]1[C:13]([NH:14][C:15]2[CH:20]=[CH:19][C:18]([Br:37])=[CH:17][C:16]=2[CH3:21])=[C:12]([F:22])[C:8]2[NH:9][CH:10]=[N:11][C:7]=2[CH:6]=1)=[O:4]. The yield is 0.790. (5) The reactants are CS(O[CH2:6][C@H:7]1[N:17]2[C:18]3[N:9]([C:10](=[O:30])[CH2:11][N:12]([C:20]([O:22][CH2:23][C:24]4[CH:29]=[CH:28][CH:27]=[CH:26][CH:25]=4)=[O:21])[C:13]=3[CH:14]=[CH:15][C:16]2=[O:19])[CH2:8]1)(=O)=O.N1C=CC=CC=1.[NH:37]1[CH2:42][CH2:41][CH:40]([NH:43][C:44](=[O:50])[O:45][C:46]([CH3:49])([CH3:48])[CH3:47])[CH2:39][CH2:38]1. The catalyst is C(#N)C. The product is [CH3:48][C:46]([O:45][C:44]([NH:43][CH:40]1[CH2:39][CH2:38][N:37]([CH2:6][C@H:7]2[N:17]3[C:18]4[N:9]([C:10](=[O:30])[CH2:11][N:12]([C:20]([O:22][CH2:23][C:24]5[CH:29]=[CH:28][CH:27]=[CH:26][CH:25]=5)=[O:21])[C:13]=4[CH:14]=[CH:15][C:16]3=[O:19])[CH2:8]2)[CH2:42][CH2:41]1)=[O:50])([CH3:47])[CH3:49]. The yield is 0.476. (6) The reactants are [C:1]([C:5]1[NH:6][C:7]2[C:12]([CH:13]=1)=[CH:11][C:10]([N+:14]([O-])=O)=[CH:9][C:8]=2[CH2:17][OH:18])([CH3:4])([CH3:3])[CH3:2]. The catalyst is [Ni].CO. The product is [NH2:14][C:10]1[CH:11]=[C:12]2[C:7](=[C:8]([CH2:17][OH:18])[CH:9]=1)[NH:6][C:5]([C:1]([CH3:4])([CH3:3])[CH3:2])=[CH:13]2. The yield is 0.800.